From a dataset of Forward reaction prediction with 1.9M reactions from USPTO patents (1976-2016). Predict the product of the given reaction. (1) Given the reactants CC([O-])(C)C.[K+].[C:7]([CH2:9]P(=O)(OCC)OCC)#[N:8].[CH3:18][C@@:19]12[C:27](=O)[CH2:26][CH2:25][C@H:24]1[C@@H:23]1[CH2:29][CH:30]=[C:31]3[CH2:36][C@@H:35]([OH:37])[CH2:34][CH2:33][C@:32]3([CH3:38])[C@H:22]1[CH2:21][CH2:20]2, predict the reaction product. The product is: [OH:37][C@H:35]1[CH2:34][CH2:33][C@@:32]2([CH3:38])[C:31](=[CH:30][CH2:29][C@@H:23]3[C@@H:22]2[CH2:21][CH2:20][C@@:19]2([CH3:18])[C@H:24]3[CH2:25][CH2:26][C:27]2=[CH:9][C:7]#[N:8])[CH2:36]1. (2) Given the reactants [Li+].[OH-].[C:3]1([C:12]2[CH:17]=[CH:16][CH:15]=[CH:14][CH:13]=2)[CH:8]=[CH:7][C:6](B(O)O)=[CH:5][CH:4]=1.[Cl:18][C:19]1[CH:20]=[C:21]([NH2:29])[C:22]([N+:26]([O-:28])=[O:27])=[N:23][C:24]=1I.[Cl-].[NH4+], predict the reaction product. The product is: [C:3]1([C:12]2[CH:17]=[CH:16][CH:15]=[CH:14][CH:13]=2)[CH:8]=[CH:7][C:6]([C:24]2[N:23]=[C:22]([N+:26]([O-:28])=[O:27])[C:21]([NH2:29])=[CH:20][C:19]=2[Cl:18])=[CH:5][CH:4]=1. (3) Given the reactants [C:1](Cl)(Cl)=[S:2].[F:5][C:6]1[CH:12]=[C:11]([I:13])[CH:10]=[CH:9][C:7]=1[NH2:8], predict the reaction product. The product is: [F:5][C:6]1[CH:12]=[C:11]([I:13])[CH:10]=[CH:9][C:7]=1[N:8]=[C:1]=[S:2]. (4) Given the reactants O[C:2]1[CH:7]=[CH:6][C:5]([Br:8])=[CH:4][C:3]=1[NH:9][C:10](=[O:21])[C:11]1[CH:16]=[C:15]([N+:17]([O-:19])=[O:18])[CH:14]=[CH:13][C:12]=1[F:20].O.C1(C)C=CC(S(O)(=O)=O)=CC=1, predict the reaction product. The product is: [N+:17]([C:15]1[CH:16]=[C:11]([C:10]2[O:21][C:2]3[CH:7]=[CH:6][C:5]([Br:8])=[CH:4][C:3]=3[N:9]=2)[C:12]([F:20])=[CH:13][CH:14]=1)([O-:19])=[O:18]. (5) Given the reactants Cl[C:2]([O:4][C:5]1[CH:10]=[CH:9][CH:8]=[CH:7][CH:6]=1)=[O:3].[F:11][C:12]1[CH:17]=[CH:16][C:15]([C:18]2[S:22][C:21]([S:23]([N:26]3[CH2:31][CH2:30][NH:29][CH2:28][C@@H:27]3[C:32]([NH:34][O:35][CH:36]3[CH2:41][CH2:40][CH2:39][CH2:38][O:37]3)=[O:33])(=[O:25])=[O:24])=[CH:20][CH:19]=2)=[CH:14][CH:13]=1, predict the reaction product. The product is: [F:11][C:12]1[CH:13]=[CH:14][C:15]([C:18]2[S:22][C:21]([S:23]([N:26]3[CH2:31][CH2:30][N:29]([C:2]([O:4][C:5]4[CH:10]=[CH:9][CH:8]=[CH:7][CH:6]=4)=[O:3])[CH2:28][C@@H:27]3[C:32]([NH:34][O:35][CH:36]3[CH2:41][CH2:40][CH2:39][CH2:38][O:37]3)=[O:33])(=[O:24])=[O:25])=[CH:20][CH:19]=2)=[CH:16][CH:17]=1.